The task is: Predict the product of the given reaction.. This data is from Forward reaction prediction with 1.9M reactions from USPTO patents (1976-2016). (1) The product is: [F:30][C:29]([F:32])([F:31])[C:26]1[CH:27]=[CH:28][C:23]([O:22][C:19]2[CH:20]=[CH:21][C:16]([O:15][C:13](=[O:14])[N:2]([C:3]3[CH:11]=[CH:10][CH:9]=[CH:8][C:4]=3[C:5](=[O:6])[NH2:7])[CH3:1])=[CH:17][CH:18]=2)=[N:24][CH:25]=1. Given the reactants [CH3:1][NH:2][C:3]1[CH:11]=[CH:10][CH:9]=[CH:8][C:4]=1[C:5]([NH2:7])=[O:6].Cl[C:13]([O:15][C:16]1[CH:21]=[CH:20][C:19]([O:22][C:23]2[CH:28]=[CH:27][C:26]([C:29]([F:32])([F:31])[F:30])=[CH:25][N:24]=2)=[CH:18][CH:17]=1)=[O:14], predict the reaction product. (2) Given the reactants Cl[CH2:2][C:3]([N:5]([O:7][CH3:8])[CH3:6])=[O:4].[Br:9][C:10]1[CH:15]=[CH:14][C:13]([OH:16])=[C:12]([O:17][CH3:18])[CH:11]=1.C(=O)([O-])[O-].[K+].[K+], predict the reaction product. The product is: [Br:9][C:10]1[CH:15]=[CH:14][C:13]([O:16][CH2:2][C:3]([N:5]([O:7][CH3:8])[CH3:6])=[O:4])=[C:12]([O:17][CH3:18])[CH:11]=1. (3) Given the reactants [CH2:1]([N:3]([CH2:31][C:32]([NH:34][CH2:35][CH3:36])=[O:33])[C:4]([C:6]1[CH:7]=[C:8]2[C:16](=[CH:17][CH:18]=1)[N:15]([CH2:19][C:20](OCC)=[O:21])[C:14]1[CH2:13][CH2:12][CH:11]([CH:25]3[CH2:30][CH2:29][O:28][CH2:27][CH2:26]3)[CH2:10][C:9]2=1)=[O:5])[CH3:2].[H-].[H-].[H-].[H-].[Li+].[Al+3], predict the reaction product. The product is: [CH2:1]([N:3]([CH2:31][C:32]([NH:34][CH2:35][CH3:36])=[O:33])[C:4]([C:6]1[CH:7]=[C:8]2[C:16](=[CH:17][CH:18]=1)[N:15]([CH2:19][CH2:20][OH:21])[C:14]1[CH2:13][CH2:12][CH:11]([CH:25]3[CH2:30][CH2:29][O:28][CH2:27][CH2:26]3)[CH2:10][C:9]2=1)=[O:5])[CH3:2]. (4) Given the reactants [OH:1][C:2]1[CH:29]=[CH:28][C:5]2[C:6](=[O:27])/[C:7](=[CH:9]/[C:10]3[C:18]4[C:13](=[CH:14][CH:15]=[C:16]([O:19][CH3:20])[CH:17]=4)[NH:12][C:11]=3[C:21]3[CH:26]=[CH:25][CH:24]=[CH:23][CH:22]=3)/[O:8][C:4]=2[CH:3]=1.C(N(CC)CC)C.[C:37]1([P:43](Cl)(Cl)=[O:44])[CH:42]=[CH:41][CH:40]=[CH:39][CH:38]=1.Cl.C1C[O:51]CC1, predict the reaction product. The product is: [C:37]1([P:43](=[O:44])([OH:51])[O:1][C:2]2[CH:29]=[CH:28][C:5]3[C:6](=[O:27])/[C:7](=[CH:9]/[C:10]4[C:18]5[C:13](=[CH:14][CH:15]=[C:16]([O:19][CH3:20])[CH:17]=5)[NH:12][C:11]=4[C:21]4[CH:26]=[CH:25][CH:24]=[CH:23][CH:22]=4)/[O:8][C:4]=3[CH:3]=2)[CH:42]=[CH:41][CH:40]=[CH:39][CH:38]=1.